This data is from Forward reaction prediction with 1.9M reactions from USPTO patents (1976-2016). The task is: Predict the product of the given reaction. (1) Given the reactants C1([CH2:4][O:5][C:6]2[N:11]=[C:10]([C:12](O)=O)[CH:9]=CC=2OC(F)(F)F)CC1.[Cl:20][C:21]1[N:26]=[C:25]([C:27]([OH:29])=O)[CH:24]=[CH:23][C:22]=1[O:30][CH2:31][CH:32]1[CH2:34][CH2:33]1.CC1(C)COCN1, predict the reaction product. The product is: [Cl:20][C:21]1[N:26]=[C:25]([C:27]([N:11]2[C:10]([CH3:12])([CH3:9])[CH2:4][O:5][CH2:6]2)=[O:29])[CH:24]=[CH:23][C:22]=1[O:30][CH2:31][CH:32]1[CH2:34][CH2:33]1. (2) Given the reactants [CH3:1][O:2][C:3]1[CH:11]=[C:10]2[C:6]([C:7]([C:12]3[CH:17]=[CH:16][N:15]=[C:14]([NH:18][CH:19]4[CH2:24][C:23]([CH3:26])([CH3:25])[NH:22][C:21]([CH3:28])([CH3:27])[CH2:20]4)[N:13]=3)=[CH:8][NH:9]2)=[CH:5][CH:4]=1.[H-].[Na+].CN(C=O)C.Br[CH2:37][C:38]#[N:39], predict the reaction product. The product is: [CH3:1][O:2][C:3]1[CH:11]=[C:10]2[C:6]([C:7]([C:12]3[CH:17]=[CH:16][N:15]=[C:14]([NH:18][CH:19]4[CH2:24][C:23]([CH3:26])([CH3:25])[NH:22][C:21]([CH3:28])([CH3:27])[CH2:20]4)[N:13]=3)=[CH:8][N:9]2[CH2:37][C:38]#[N:39])=[CH:5][CH:4]=1.